Dataset: Reaction yield outcomes from USPTO patents with 853,638 reactions. Task: Predict the reaction yield, written as a fraction of the theoretical maximum amount of product (1.0 means a 100% yield; for example, 0.34 means a 34% yield). (1) The reactants are [NH2:1][C:2]1[CH:3]=[C:4]([CH2:8][CH2:9][C:10]2[N:15]=[C:14]([NH:16][C:17](=[O:23])[O:18][C:19]([CH3:22])([CH3:21])[CH3:20])[CH:13]=[CH:12][CH:11]=2)[CH:5]=[CH:6][CH:7]=1.[Cl:24][C:25]1[N:30]=[C:29](Cl)[C:28]([F:32])=[CH:27][N:26]=1.C(=O)([O-])[O-].[K+].[K+]. The catalyst is CN(C)C=O. The product is [Cl:24][C:25]1[N:30]=[C:29]([NH:1][C:2]2[CH:3]=[C:4]([CH2:8][CH2:9][C:10]3[N:15]=[C:14]([NH:16][C:17](=[O:23])[O:18][C:19]([CH3:20])([CH3:22])[CH3:21])[CH:13]=[CH:12][CH:11]=3)[CH:5]=[CH:6][CH:7]=2)[C:28]([F:32])=[CH:27][N:26]=1. The yield is 0.760. (2) The reactants are [CH3:1][O:2][C:3]1[CH:4]=[C:5]([CH:11]([C:14](=O)[CH:15]([CH3:17])[CH3:16])[C:12]#[N:13])[CH:6]=[CH:7][C:8]=1[O:9][CH3:10].[NH2:19][NH2:20].[OH:21][C:22]1[CH:29]=[CH:28][C:25]([CH:26]=O)=[CH:24][CH:23]=1.[F:30][C:31]([F:36])([F:35])[C:32]([OH:34])=[O:33]. The catalyst is C(O)C. The product is [F:30][C:31]([F:36])([F:35])[C:32]([OH:34])=[O:33].[CH3:16][CH:15]([C:14]1[C:11]2[C:5]3[CH:4]=[C:3]([O:2][CH3:1])[C:8]([O:9][CH3:10])=[CH:7][C:6]=3[C:26]([C:25]3[CH:28]=[CH:29][C:22]([OH:21])=[CH:23][CH:24]=3)=[N:13][C:12]=2[NH:20][N:19]=1)[CH3:17]. The yield is 0.330. (3) The product is [CH:1]1([CH2:7][C@H:8]([NH:26][C:27]([C:29]2[CH:30]=[C:40]([C:65]3[CH:64]=[CH:63][CH:62]=[C:61]([O:60][CH3:59])[CH:66]=3)[CH:45]=[CH:35][CH:34]=2)=[O:28])[C:9](=[O:25])[NH:10][CH2:11][CH2:12][NH:13][C:14]2[CH:19]=[CH:18][C:17]([O:20][C:21]([F:24])([F:23])[F:22])=[CH:16][CH:15]=2)[CH2:6][CH2:5][CH2:4][CH2:3][CH2:2]1. The catalyst is C(Cl)Cl. The reactants are [CH:1]1([CH2:7][C@H:8]([NH:26][C:27]([C:29]2[CH:30]=NC3N(N=C(C)C=3)[C:34]=2[CH3:35])=[O:28])[C:9](=[O:25])[NH:10][CH2:11][CH2:12][NH:13][C:14]2[CH:19]=[CH:18][C:17]([O:20][C:21]([F:24])([F:23])[F:22])=[CH:16][CH:15]=2)[CH2:6][CH2:5][CH2:4][CH2:3][CH2:2]1.[CH:40]1C=CC2N(O)N=NC=2[CH:45]=1.CC(C)N=C=NC(C)C.[CH3:59][O:60][C:61]1[CH:66]=[CH:65][C:64](NCCN)=[CH:63][CH:62]=1. The yield is 0.360.